Dataset: NCI-60 drug combinations with 297,098 pairs across 59 cell lines. Task: Regression. Given two drug SMILES strings and cell line genomic features, predict the synergy score measuring deviation from expected non-interaction effect. Drug 1: C1CN(CCN1C(=O)CCBr)C(=O)CCBr. Drug 2: B(C(CC(C)C)NC(=O)C(CC1=CC=CC=C1)NC(=O)C2=NC=CN=C2)(O)O. Cell line: HCC-2998. Synergy scores: CSS=38.8, Synergy_ZIP=-4.40, Synergy_Bliss=-3.31, Synergy_Loewe=-50.4, Synergy_HSA=-10.3.